This data is from Catalyst prediction with 721,799 reactions and 888 catalyst types from USPTO. The task is: Predict which catalyst facilitates the given reaction. (1) Reactant: [CH2:1]=[C:2]1[O:6][C:4](=[O:5])[CH2:3]1.[NH2:7][CH2:8][CH2:9][CH2:10][N:11]1[CH2:16][CH2:15][C:14]([C:23]2[CH:28]=[CH:27][CH:26]=[CH:25][CH:24]=2)([C:17]2[CH:22]=[CH:21][CH:20]=[CH:19][CH:18]=2)[CH2:13][CH2:12]1. Product: [C:17]1([C:14]2([C:23]3[CH:28]=[CH:27][CH:26]=[CH:25][CH:24]=3)[CH2:13][CH2:12][N:11]([CH2:10][CH2:9][CH2:8][NH:7][C:4](=[O:5])[CH2:3][C:2]([CH3:1])=[O:6])[CH2:16][CH2:15]2)[CH:18]=[CH:19][CH:20]=[CH:21][CH:22]=1. The catalyst class is: 11. (2) Product: [Br:16][C:17]1[CH:24]=[CH:23][C:20]([CH:21]=[C:9]2[C:8]([CH2:13][CH3:14])([CH3:12])[O:7][C:6]([CH2:4][CH3:5])([CH3:15])[C:10]2=[O:11])=[C:19]([CH2:25][CH3:26])[CH:18]=1. Reactant: C[O-].[Na+].[CH2:4]([C:6]1([CH3:15])[C:10](=[O:11])[CH2:9][C:8]([CH2:13][CH3:14])([CH3:12])[O:7]1)[CH3:5].[Br:16][C:17]1[CH:24]=[CH:23][C:20]([CH:21]=O)=[C:19]([CH2:25][CH3:26])[CH:18]=1.Cl. The catalyst class is: 216.